From a dataset of Full USPTO retrosynthesis dataset with 1.9M reactions from patents (1976-2016). Predict the reactants needed to synthesize the given product. (1) Given the product [CH:1]([C@:4]1([C:17]([N:19]2[CH2:20][CH2:21][N:22]([C:25]3[CH:30]=[C:29]([C:31]([F:34])([F:32])[F:33])[CH:28]=[CH:27][N:26]=3)[CH2:23][CH2:24]2)=[O:18])[CH2:8][CH2:7][C@@H:6]([NH2:9])[CH2:5]1)([CH3:3])[CH3:2], predict the reactants needed to synthesize it. The reactants are: [CH:1]([C@:4]1([C:17]([N:19]2[CH2:24][CH2:23][N:22]([C:25]3[CH:30]=[C:29]([C:31]([F:34])([F:33])[F:32])[CH:28]=[CH:27][N:26]=3)[CH2:21][CH2:20]2)=[O:18])[CH2:8][CH2:7][C@@H:6]([NH:9]C(=O)OC(C)(C)C)[CH2:5]1)([CH3:3])[CH3:2].Cl. (2) Given the product [Br:38][CH2:16][C:3]1[CH:4]=[C:5]([NH:8][C:9](=[O:15])[O:10][C:11]([CH3:14])([CH3:13])[CH3:12])[CH:6]=[CH:7][C:2]=1[Cl:1], predict the reactants needed to synthesize it. The reactants are: [Cl:1][C:2]1[CH:7]=[CH:6][C:5]([NH:8][C:9](=[O:15])[O:10][C:11]([CH3:14])([CH3:13])[CH3:12])=[CH:4][C:3]=1[CH2:16]O.C1(P(C2C=CC=CC=2)C2C=CC=CC=2)C=CC=CC=1.C(Br)(Br)(Br)[Br:38].CCOC(C)=O. (3) Given the product [OH:17][CH:16]([CH:10]1[CH2:11][CH:12]2[CH2:15][CH:9]1[CH:14]=[CH:13]2)[CH2:2][CH2:3][CH2:4][CH2:5][O:6][CH3:7], predict the reactants needed to synthesize it. The reactants are: Cl[CH2:2][CH2:3][CH2:4][CH2:5][O:6][CH3:7].[Mg].[CH:9]12[CH2:15][CH:12]([CH:13]=[CH:14]1)[CH2:11][CH:10]2[CH:16]=[O:17].Cl. (4) The reactants are: Cl[C:2]1[N:7]=[C:6]2[CH2:8][CH2:9][CH2:10][C:5]2=[C:4]([C:11]2[CH:12]=[CH:13][C:14]([C:17]#[N:18])=[N:15][CH:16]=2)[CH:3]=1.[F:19][C:20]1[C:21]([CH2:27][OH:28])=[N:22][CH:23]=[C:24]([F:26])[CH:25]=1.C(Cl)(Cl)Cl.C(=O)([O-])[O-].[Cs+].[Cs+]. Given the product [F:19][C:20]1[C:21]([CH2:27][O:28][C:2]2[N:7]=[C:6]3[CH2:8][CH2:9][CH2:10][C:5]3=[C:4]([C:11]3[CH:12]=[CH:13][C:14]([C:17]#[N:18])=[N:15][CH:16]=3)[CH:3]=2)=[N:22][CH:23]=[C:24]([F:26])[CH:25]=1, predict the reactants needed to synthesize it. (5) Given the product [CH2:1]([O:8][C:9]1[CH:14]=[CH:13][CH:12]=[CH:11][C:10]=1[CH2:15][Cl:19])[C:2]1[CH:7]=[CH:6][CH:5]=[CH:4][CH:3]=1, predict the reactants needed to synthesize it. The reactants are: [CH2:1]([O:8][C:9]1[CH:14]=[CH:13][CH:12]=[CH:11][C:10]=1[CH2:15]O)[C:2]1[CH:7]=[CH:6][CH:5]=[CH:4][CH:3]=1.S(Cl)([Cl:19])=O. (6) Given the product [Cl:5][C:6]1[C:7]([N:12]2[C:16]([C:17]([NH:18][C:19]3[C:20]([C:21]([NH:4][CH:1]([CH3:3])[CH3:2])=[O:23])=[CH:24][C:25]([N+:29]([O-:31])=[O:30])=[CH:26][C:27]=3[CH3:28])=[O:22])=[CH:15][C:14]([C:32]([F:35])([F:34])[F:33])=[N:13]2)=[N:8][CH:9]=[CH:10][CH:11]=1, predict the reactants needed to synthesize it. The reactants are: [CH:1]([NH2:4])([CH3:3])[CH3:2].[Cl:5][C:6]1[C:7]([N:12]2[C:16]([C:17]3[O:22][C:21](=[O:23])[C:20]4[CH:24]=[C:25]([N+:29]([O-:31])=[O:30])[CH:26]=[C:27]([CH3:28])[C:19]=4[N:18]=3)=[CH:15][C:14]([C:32]([F:35])([F:34])[F:33])=[N:13]2)=[N:8][CH:9]=[CH:10][CH:11]=1.